This data is from Catalyst prediction with 721,799 reactions and 888 catalyst types from USPTO. The task is: Predict which catalyst facilitates the given reaction. (1) Reactant: [Cl:1][C:2]1[N:3]=[C:4](Cl)[C:5]2[CH2:10][CH2:9][CH:8]([C:11]3[CH:16]=[CH:15][C:14]([F:17])=[C:13]([F:18])[CH:12]=3)[C:6]=2[N:7]=1.[CH3:20][NH:21][CH3:22]. Product: [Cl:1][C:2]1[N:3]=[C:4]([N:21]([CH3:22])[CH3:20])[C:5]2[CH2:10][CH2:9][CH:8]([C:11]3[CH:16]=[CH:15][C:14]([F:17])=[C:13]([F:18])[CH:12]=3)[C:6]=2[N:7]=1. The catalyst class is: 5. (2) Reactant: [C:1]([O:5][C:6]([N:8]1[C:13]([CH3:14])=[CH:12][CH2:11][CH2:10][CH:9]1[CH2:15][CH2:16][CH2:17][CH2:18][CH2:19][CH2:20][CH2:21][CH2:22][CH2:23][CH2:24][CH3:25])=[O:7])([CH3:4])([CH3:3])[CH3:2].C([BH3-])#N.[Na+].C(O)(C(F)(F)F)=O.CCOC(C)=O. Product: [C:6]([N:8]1[C@@H:9]([CH2:15][CH2:16][CH2:17][CH2:18][CH2:19][CH2:20][CH2:21][CH2:22][CH2:23][CH2:24][CH3:25])[CH2:10][CH2:11][CH2:12][C@@H:13]1[CH3:14])([O:5][C:1]([CH3:4])([CH3:3])[CH3:2])=[O:7]. The catalyst class is: 2. (3) Product: [F:42][C:43]1[CH:48]=[CH:47][C:46]([C@@H:49]2[CH2:53][N:52]([CH2:54][CH2:55][O:56][CH3:57])[CH2:51][C@H:50]2[NH:58][C:26]([NH:7][C:6]2[N:5]([C:8]3[CH:13]=[CH:12][CH:11]=[CH:10][CH:9]=3)[N:4]=[C:3]([O:14][C:15]3[CH:20]=[N:19][CH:18]=[CH:17][N:16]=3)[C:2]=2[CH3:1])=[O:27])=[CH:45][CH:44]=1. Reactant: [CH3:1][C:2]1[C:3]([O:14][C:15]2[CH:20]=[N:19][CH:18]=[CH:17][N:16]=2)=[N:4][N:5]([C:8]2[CH:13]=[CH:12][CH:11]=[CH:10][CH:9]=2)[C:6]=1[NH2:7].C1N=CN([C:26](N2C=NC=C2)=[O:27])C=1.CCN(C(C)C)C(C)C.[F:42][C:43]1[CH:48]=[CH:47][C:46]([C@@H:49]2[CH2:53][N:52]([CH2:54][CH2:55][O:56][CH3:57])[CH2:51][C@H:50]2[NH2:58])=[CH:45][CH:44]=1.Cl. The catalyst class is: 18. (4) Reactant: [CH3:1][C:2]1[CH:11]=[CH:10][C:9]2[N:8]=[CH:7][C:6]3[NH:12][C:13](=[O:26])[N:14]([C:15]4[CH:20]=[CH:19][C:18]([C:21]([CH3:25])([CH3:24])[C:22]#[N:23])=[CH:17][CH:16]=4)[C:5]=3[C:4]=2[CH:3]=1.C(N(CC)CC)C.[CH3:34][C:35]1[CH:40]=[CH:39][C:38]([N+:41]([O-:43])=[O:42])=[CH:37][C:36]=1[S:44](Cl)(=[O:46])=[O:45].O. Product: [CH3:25][C:21]([C:18]1[CH:17]=[CH:16][C:15]([N:14]2[C:5]3[C:4]4[CH:3]=[C:2]([CH3:1])[CH:11]=[CH:10][C:9]=4[N:8]=[CH:7][C:6]=3[N:12]([S:44]([C:36]3[CH:37]=[C:38]([N+:41]([O-:43])=[O:42])[CH:39]=[CH:40][C:35]=3[CH3:34])(=[O:45])=[O:46])[C:13]2=[O:26])=[CH:20][CH:19]=1)([CH3:24])[C:22]#[N:23]. The catalyst class is: 4.